The task is: Regression. Given a peptide amino acid sequence and an MHC pseudo amino acid sequence, predict their binding affinity value. This is MHC class II binding data.. This data is from Peptide-MHC class II binding affinity with 134,281 pairs from IEDB. (1) The peptide sequence is ATVATAPEVKYTVFETALKKAITAMS. The MHC is DRB1_0301 with pseudo-sequence DRB1_0301. The binding affinity (normalized) is 0.367. (2) The peptide sequence is FVRIQPGQTFSVLAC. The MHC is DRB1_0401 with pseudo-sequence DRB1_0401. The binding affinity (normalized) is 0.321. (3) The peptide sequence is NGKRLEPNWASVKKD. The MHC is DRB1_0901 with pseudo-sequence DRB1_0901. The binding affinity (normalized) is 0.154. (4) The peptide sequence is AQGKTLGVNMVRRGV. The MHC is H-2-IAd with pseudo-sequence H-2-IAd. The binding affinity (normalized) is 0.321. (5) The peptide sequence is FSSAGGFFTSVGKGI. The MHC is DRB1_0404 with pseudo-sequence DRB1_0404. The binding affinity (normalized) is 0.480. (6) The peptide sequence is TLWQRPVVTIKIGGQLKEAL. The MHC is H-2-IAd with pseudo-sequence H-2-IAd. The binding affinity (normalized) is 0.811.